Task: Regression. Given a peptide amino acid sequence and an MHC pseudo amino acid sequence, predict their binding affinity value. This is MHC class II binding data.. Dataset: Peptide-MHC class II binding affinity with 134,281 pairs from IEDB (1) The peptide sequence is IGLVTQTINDFYFVI. The MHC is DRB1_0901 with pseudo-sequence DRB1_0901. The binding affinity (normalized) is 0.269. (2) The MHC is DRB1_0401 with pseudo-sequence DRB1_0401. The binding affinity (normalized) is 0.659. The peptide sequence is RNEVVNDVSTYASGK. (3) The peptide sequence is KISGEWYSIFLASDVK. The MHC is HLA-DPA10201-DPB11401 with pseudo-sequence HLA-DPA10201-DPB11401. The binding affinity (normalized) is 0.227.